Dataset: NCI-60 drug combinations with 297,098 pairs across 59 cell lines. Task: Regression. Given two drug SMILES strings and cell line genomic features, predict the synergy score measuring deviation from expected non-interaction effect. (1) Drug 1: C1CN1C2=NC(=NC(=N2)N3CC3)N4CC4. Drug 2: CC12CCC3C(C1CCC2OP(=O)(O)O)CCC4=C3C=CC(=C4)OC(=O)N(CCCl)CCCl.[Na+]. Cell line: A498. Synergy scores: CSS=23.6, Synergy_ZIP=-8.61, Synergy_Bliss=-4.30, Synergy_Loewe=-39.0, Synergy_HSA=-2.31. (2) Drug 1: CN(CCCl)CCCl.Cl. Drug 2: COCCOC1=C(C=C2C(=C1)C(=NC=N2)NC3=CC=CC(=C3)C#C)OCCOC.Cl. Cell line: SK-MEL-5. Synergy scores: CSS=36.1, Synergy_ZIP=-10.4, Synergy_Bliss=-3.51, Synergy_Loewe=-3.27, Synergy_HSA=-3.10. (3) Drug 1: CNC(=O)C1=CC=CC=C1SC2=CC3=C(C=C2)C(=NN3)C=CC4=CC=CC=N4. Drug 2: CC1=C(C(=O)C2=C(C1=O)N3CC4C(C3(C2COC(=O)N)OC)N4)N. Cell line: SNB-19. Synergy scores: CSS=51.5, Synergy_ZIP=9.99, Synergy_Bliss=7.09, Synergy_Loewe=-1.96, Synergy_HSA=7.99.